This data is from Catalyst prediction with 721,799 reactions and 888 catalyst types from USPTO. The task is: Predict which catalyst facilitates the given reaction. (1) Product: [C:1]([O:5][C:6](=[O:44])[NH:7][C@H:8]([C:10](=[O:43])[NH:11][C@H:12]([C:20](=[O:42])[NH:21][C@@H:22]([CH2:35][C:36]1[CH:41]=[CH:40][CH:39]=[CH:38][CH:37]=1)[C:23]([C:25](=[O:34])[NH:26][CH2:27][C:28]1[CH:33]=[CH:32][CH:31]=[CH:30][CH:29]=1)=[O:24])[CH2:13][C:14]1[CH:19]=[CH:18][CH:17]=[CH:16][CH:15]=1)[CH3:9])([CH3:2])([CH3:3])[CH3:4]. Reactant: [C:1]([O:5][C:6](=[O:44])[NH:7][C@H:8]([C:10](=[O:43])[NH:11][C@H:12]([C:20](=[O:42])[NH:21][C@@H:22]([CH2:35][C:36]1[CH:41]=[CH:40][CH:39]=[CH:38][CH:37]=1)[CH:23]([C:25](=[O:34])[NH:26][CH2:27][C:28]1[CH:33]=[CH:32][CH:31]=[CH:30][CH:29]=1)[OH:24])[CH2:13][C:14]1[CH:19]=[CH:18][CH:17]=[CH:16][CH:15]=1)[CH3:9])([CH3:4])([CH3:3])[CH3:2].CC(OI1(OC(C)=O)(OC(C)=O)OC(=O)C2C=CC=CC1=2)=O. The catalyst class is: 4. (2) Reactant: [CH3:1][O:2][C:3]1([O:10][CH3:11])[CH2:8][CH2:7][O:6][CH2:5][C@H:4]1[OH:9].[CH3:12]C([O-])(C)C.[K+].S(OC)(OC)(=O)=O.O. Product: [CH3:12][O:9][C@H:4]1[C:3]([O:10][CH3:11])([O:2][CH3:1])[CH2:8][CH2:7][O:6][CH2:5]1. The catalyst class is: 76.